Dataset: Catalyst prediction with 721,799 reactions and 888 catalyst types from USPTO. Task: Predict which catalyst facilitates the given reaction. Reactant: [CH:1]1([N:6]2[C:11]3[N:12]=[C:13]([S:16][CH3:17])[N:14]=[CH:15][C:10]=3[CH:9]=[C:8]([CH2:18][O:19][CH2:20][CH2:21][O:22][CH3:23])[C:7]2=[O:24])[CH2:5][CH2:4][CH2:3][CH2:2]1.C1(S(N2C(C3C=CC=CC=3)O2)(=O)=[O:32])C=CC=CC=1. Product: [CH:1]1([N:6]2[C:11]3[N:12]=[C:13]([S:16]([CH3:17])=[O:32])[N:14]=[CH:15][C:10]=3[CH:9]=[C:8]([CH2:18][O:19][CH2:20][CH2:21][O:22][CH3:23])[C:7]2=[O:24])[CH2:2][CH2:3][CH2:4][CH2:5]1. The catalyst class is: 4.